Dataset: Peptide-MHC class I binding affinity with 185,985 pairs from IEDB/IMGT. Task: Regression. Given a peptide amino acid sequence and an MHC pseudo amino acid sequence, predict their binding affinity value. This is MHC class I binding data. The peptide sequence is LMMTTIGIV. The MHC is HLA-A02:03 with pseudo-sequence HLA-A02:03. The binding affinity (normalized) is 1.00.